From a dataset of Forward reaction prediction with 1.9M reactions from USPTO patents (1976-2016). Predict the product of the given reaction. (1) Given the reactants O=[C:2]1[CH2:6][CH2:5][C@@H:4]([C:7]2[CH:16]=[CH:15][C:10]([C:11]([O:13][CH3:14])=[O:12])=[CH:9][CH:8]=2)[CH2:3]1.Cl.[F:18][C:19]1[CH:24]=[CH:23][C:22]([C@H:25]([NH2:27])[CH3:26])=[CH:21][C:20]=1[O:28][CH3:29], predict the reaction product. The product is: [F:18][C:19]1[CH:24]=[CH:23][C:22]([C@H:25]([NH:27][C@H:2]2[CH2:6][CH2:5][C@@H:4]([C:7]3[CH:16]=[CH:15][C:10]([C:11]([O:13][CH3:14])=[O:12])=[CH:9][CH:8]=3)[CH2:3]2)[CH3:26])=[CH:21][C:20]=1[O:28][CH3:29]. (2) Given the reactants [CH3:1][O:2][CH2:3][CH2:4][CH2:5][NH:6][C:7]1[N:12]=[C:11]([C:13]([O:15][CH2:16][CH3:17])=[O:14])[CH:10]=[CH:9][C:8]=1[N+:18]([O-])=O.S(S([O-])=O)([O-])=O.[Na+].[Na+].[C:29]([C:31]1[CH:32]=[C:33]([CH:39]=[CH:40][CH:41]=1)[C:34](N=C=S)=O)#[N:30].C(Cl)CCl.C(N(CC)CC)C, predict the reaction product. The product is: [C:29]([C:31]1[CH:32]=[C:33]([C:34]2[N:6]([CH2:5][CH2:4][CH2:3][O:2][CH3:1])[C:7]3=[N:12][C:11]([C:13]([O:15][CH2:16][CH3:17])=[O:14])=[CH:10][CH:9]=[C:8]3[N:18]=2)[CH:39]=[CH:40][CH:41]=1)#[N:30]. (3) Given the reactants Cl.CN[O:4][CH3:5].[CH:6]([N:9](C(C)C)CC)(C)C.[C:15]([O:19][C:20]([N:22]1[CH2:25][CH:24]([C:26]([OH:28])=O)[CH2:23]1)=[O:21])([CH3:18])([CH3:17])[CH3:16].Cl.CN(C)CCCN=C=NCC, predict the reaction product. The product is: [C:15]([O:19][C:20]([N:22]1[CH2:23][CH:24]([C:26](=[O:28])[NH:9][CH2:6][O:4][CH3:5])[CH2:25]1)=[O:21])([CH3:16])([CH3:17])[CH3:18]. (4) Given the reactants [CH2:1]([C:8]1[CH:9]=[N:10][C:11]2[C:16]([C:17]=1[C:18]1[CH:19]=[C:20]([OH:24])[CH:21]=[CH:22][CH:23]=1)=[CH:15][CH:14]=[CH:13][C:12]=2[C:25]([F:28])([F:27])[F:26])[C:2]1[CH:7]=[CH:6][CH:5]=[CH:4][CH:3]=1.[CH3:29][N:30]1[C:38]2[C:33](=[CH:34][CH:35]=[CH:36][C:37]=2[CH2:39]O)[CH:32]=[CH:31]1, predict the reaction product. The product is: [CH2:1]([C:8]1[CH:9]=[N:10][C:11]2[C:16]([C:17]=1[C:18]1[CH:23]=[CH:22][CH:21]=[C:20]([O:24][CH2:39][C:37]3[CH:36]=[CH:35][CH:34]=[C:33]4[C:38]=3[N:30]([CH3:29])[CH:31]=[CH:32]4)[CH:19]=1)=[CH:15][CH:14]=[CH:13][C:12]=2[C:25]([F:28])([F:26])[F:27])[C:2]1[CH:3]=[CH:4][CH:5]=[CH:6][CH:7]=1.